Dataset: Catalyst prediction with 721,799 reactions and 888 catalyst types from USPTO. Task: Predict which catalyst facilitates the given reaction. Reactant: [CH:1]1([N:5]([CH3:17])[CH:6]2[CH2:9][N:8](C(OC(C)(C)C)=O)[CH2:7]2)[CH2:4][CH2:3][CH2:2]1.[ClH:18].O1CCOCC1. Product: [CH:1]1([N:5]([CH3:17])[CH:6]2[CH2:9][NH:8][CH2:7]2)[CH2:4][CH2:3][CH2:2]1.[ClH:18]. The catalyst class is: 2.